Dataset: Full USPTO retrosynthesis dataset with 1.9M reactions from patents (1976-2016). Task: Predict the reactants needed to synthesize the given product. (1) Given the product [Cl:23][C:21]1[CH:20]=[CH:19][C:18]([O:24][CH2:25][C:26]2[CH:27]=[CH:28][C:29]([F:32])=[CH:30][CH:31]=2)=[C:17]([C:12]2[N:11]([C:7]3[CH:6]=[C:5]([CH:10]=[CH:9][CH:8]=3)[C:4]([OH:33])=[O:3])[C:15]([CH3:16])=[CH:14][CH:13]=2)[CH:22]=1, predict the reactants needed to synthesize it. The reactants are: C([O:3][C:4](=[O:33])[C:5]1[CH:10]=[CH:9][CH:8]=[C:7]([N:11]2[C:15]([CH3:16])=[CH:14][CH:13]=[C:12]2[C:17]2[CH:22]=[C:21]([Cl:23])[CH:20]=[CH:19][C:18]=2[O:24][CH2:25][C:26]2[CH:31]=[CH:30][C:29]([F:32])=[CH:28][CH:27]=2)[CH:6]=1)C.[OH-].[Na+].CCO. (2) Given the product [C:19]([O:18][C:17](=[O:23])[NH:16][CH:15]1[CH2:14][S:13][CH2:12][CH2:11][N:10]([CH2:25][C:26]2[CH:35]=[CH:34][C:33]3[C:28](=[CH:29][CH:30]=[CH:31][CH:32]=3)[CH:27]=2)[C:9]1=[O:8])([CH3:20])([CH3:22])[CH3:21], predict the reactants needed to synthesize it. The reactants are: [H-].[Na+].C1COCC1.[O:8]=[C:9]1[CH:15]([NH:16][C:17](=[O:23])[O:18][C:19]([CH3:22])([CH3:21])[CH3:20])[CH2:14][S:13][CH2:12][CH2:11][NH:10]1.Br[CH2:25][C:26]1[CH:35]=[CH:34][C:33]2[C:28](=[CH:29][CH:30]=[CH:31][CH:32]=2)[CH:27]=1.